This data is from Catalyst prediction with 721,799 reactions and 888 catalyst types from USPTO. The task is: Predict which catalyst facilitates the given reaction. Reactant: [C:1]([CH2:9][C:10]([O:12][CH3:13])=[O:11])(=O)[C:2]1[CH:7]=[CH:6][CH:5]=[N:4][CH:3]=1.C(O)(C)C.C(O)=O.[NH3:21]. Product: [NH2:21][C:1]([C:2]1[CH:3]=[N:4][CH:5]=[CH:6][CH:7]=1)=[CH:9][C:10]([O:12][CH3:13])=[O:11]. The catalyst class is: 11.